Task: Predict the reactants needed to synthesize the given product.. Dataset: Full USPTO retrosynthesis dataset with 1.9M reactions from patents (1976-2016) (1) The reactants are: [CH2:1]([C:3]1[N:7]2[N:8]=[C:9]3[C:22](=[O:23])[CH2:21][S:20](=[O:25])(=[O:24])[C:10]3=[C:11]([C:12]3[CH:13]=[C:14]([CH:17]=[CH:18][CH:19]=3)[C:15]#[N:16])[C:6]2=[CH:5][CH:4]=1)[CH3:2]. Given the product [CH2:1]([C:3]1[N:7]2[N:8]=[C:9]3[CH:22]([OH:23])[CH2:21][S:20](=[O:24])(=[O:25])[C:10]3=[C:11]([C:12]3[CH:13]=[C:14]([CH:17]=[CH:18][CH:19]=3)[C:15]#[N:16])[C:6]2=[CH:5][CH:4]=1)[CH3:2], predict the reactants needed to synthesize it. (2) Given the product [C:32]([N:15]1[CH2:16][CH2:17][C@H:13]([NH:12][C:9]2[C:10]3[C:5](=[CH:4][CH:3]=[C:2]([F:1])[CH:11]=3)[CH:6]=[C:7]([C:18]3[NH:22][C:21](=[O:23])[NH:20][N:19]=3)[N:8]=2)[CH2:14]1)(=[O:35])[CH:33]=[CH2:34], predict the reactants needed to synthesize it. The reactants are: [F:1][C:2]1[CH:11]=[C:10]2[C:5]([CH:6]=[C:7]([C:18]3[NH:22][C:21](=[O:23])[NH:20][N:19]=3)[N:8]=[C:9]2[NH:12][C@H:13]2[CH2:17][CH2:16][NH:15][CH2:14]2)=[CH:4][CH:3]=1.CC1C=CC=C(C)N=1.[C:32](Cl)(=[O:35])[CH:33]=[CH2:34]. (3) Given the product [C:32]([O:36][C:37](=[O:45])[NH:38][CH:39]1[CH2:44][CH2:43][CH2:42][N:41]([C:20]2[S:21][C:17](=[CH:16][C:12]3[CH:11]=[C:10]4[C:15](=[CH:14][CH:13]=3)[N:7]([CH2:6][C:5]3[CH:26]=[CH:27][C:2]([Cl:1])=[CH:3][C:4]=3[C:28]([F:30])([F:31])[F:29])[N:8]=[CH:9]4)[C:18](=[O:25])[N:19]=2)[CH2:40]1)([CH3:35])([CH3:33])[CH3:34].[NH2:38][C@H:39]1[CH2:44][CH2:43][CH2:42][N:41]([C:20]2[S:21][C:17](=[CH:16][C:12]3[CH:11]=[C:10]4[C:15](=[CH:14][CH:13]=3)[N:7]([CH2:6][C:5]3[CH:26]=[CH:27][C:2]([Cl:1])=[CH:3][C:4]=3[C:28]([F:29])([F:31])[F:30])[N:8]=[CH:9]4)[C:18](=[O:25])[N:19]=2)[CH2:40]1, predict the reactants needed to synthesize it. The reactants are: [Cl:1][C:2]1[CH:27]=[CH:26][C:5]([CH2:6][N:7]2[C:15]3[C:10](=[CH:11][C:12]([CH:16]=[C:17]4[S:21][C:20](SCC)=[N:19][C:18]4=[O:25])=[CH:13][CH:14]=3)[CH:9]=[N:8]2)=[C:4]([C:28]([F:31])([F:30])[F:29])[CH:3]=1.[C:32]([O:36][C:37](=[O:45])[NH:38][C@H:39]1[CH2:44][CH2:43][CH2:42][NH:41][CH2:40]1)([CH3:35])([CH3:34])[CH3:33]. (4) The reactants are: [F:1][C:2]([F:12])([F:11])[C:3]1[CH:4]=[C:5]([CH:8]=[CH:9][CH:10]=1)[C:6]#[N:7].Cl.[NH2:14][OH:15].CCN(CC)CC. Given the product [OH:15]/[N:14]=[C:6](\[NH2:7])/[C:5]1[CH:8]=[CH:9][CH:10]=[C:3]([C:2]([F:1])([F:11])[F:12])[CH:4]=1, predict the reactants needed to synthesize it. (5) Given the product [NH2:1][C:2]1[C:3]([C:8]([NH:18][C:17]2[CH:19]=[CH:20][C:14]([Cl:13])=[CH:15][CH:16]=2)=[O:10])=[N:4][CH:5]=[CH:6][CH:7]=1, predict the reactants needed to synthesize it. The reactants are: [NH2:1][C:2]1[C:3]([C:8]([O:10]CC)=O)=[N:4][CH:5]=[CH:6][CH:7]=1.[Cl:13][C:14]1[CH:20]=[CH:19][C:17]([NH2:18])=[CH:16][CH:15]=1. (6) Given the product [O:21]1[C:3]2[CH:2]=[CH:1][C:6](/[CH:7]=[CH:8]/[CH:9]=[CH:10]/[C:11]([OH:12])=[O:22])=[CH:5][C:4]=2[O:19][CH2:20]1, predict the reactants needed to synthesize it. The reactants are: [CH:1]1[C:6](/[CH:7]=[CH:8]/[CH:9]=[CH:10]/[C:11](N2CCCCC2)=[O:12])=[CH:5][C:4]2[O:19][CH2:20][O:21][C:3]=2[CH:2]=1.[OH-:22].[K+].Cl. (7) Given the product [CH3:1][O:2][C:3](=[O:35])[C:4]1[CH:13]=[CH:12][C:11]([CH2:14][N:15]2[CH:16]([C:28]3[C:33]([CH3:34])=[CH:32][CH:31]=[CH:30][N:29]=3)[CH2:17][CH2:18][CH2:19][CH:20]2[C:21]2[C:26]([CH3:27])=[CH:25][CH:24]=[CH:23][N:22]=2)=[C:6]([C:7]([O:9][CH3:10])=[O:8])[CH:5]=1.[CH3:10][O:9][C:7](=[O:8])[C:6]1[CH:5]=[C:4]([CH2:3][OH:2])[CH:13]=[CH:12][C:11]=1[CH2:14][N:15]1[CH:16]([C:28]2[C:33]([CH3:34])=[CH:32][CH:31]=[CH:30][N:29]=2)[CH2:17][CH2:18][CH2:19][CH:20]1[C:21]1[C:26]([CH3:27])=[CH:25][CH:24]=[CH:23][N:22]=1, predict the reactants needed to synthesize it. The reactants are: [CH3:1][O:2][C:3](=[O:35])[C:4]1[CH:13]=[CH:12][C:11]([CH2:14][N:15]2[CH:20]([C:21]3[C:26]([CH3:27])=[CH:25][CH:24]=[CH:23][N:22]=3)[CH2:19][CH2:18][CH2:17][CH:16]2[C:28]2[C:33]([CH3:34])=[CH:32][CH:31]=[CH:30][N:29]=2)=[C:6]([C:7]([O:9][CH3:10])=[O:8])[CH:5]=1.[Li+].[BH4-]. (8) The reactants are: [CH3:1][C:2]1[O:6][C:5]([NH2:7])=[N:4][N:3]=1.Cl[C:9]([O:11][C:12]1[CH:17]=[CH:16][CH:15]=[CH:14][CH:13]=1)=[O:10]. Given the product [CH3:1][C:2]1[O:6][C:5]([NH:7][C:9](=[O:10])[O:11][C:12]2[CH:17]=[CH:16][CH:15]=[CH:14][CH:13]=2)=[N:4][N:3]=1, predict the reactants needed to synthesize it.